This data is from Reaction yield outcomes from USPTO patents with 853,638 reactions. The task is: Predict the reaction yield, written as a fraction of the theoretical maximum amount of product (1.0 means a 100% yield; for example, 0.34 means a 34% yield). (1) The reactants are [CH2:1]([OH:4])[CH:2]=[CH2:3].F[C:6]1[CH:7]=[C:8]([CH3:15])[CH:9]=[CH:10][C:11]=1[N+:12]([O-:14])=[O:13].[CH3:16][C:17]1[CH:23]=[CH:22][C:20]([NH2:21])=[C:19]([O:24][CH2:25][CH:26]=[CH2:27])[CH:18]=1.CC1C=CC(N)=[C:31]([O:36]CC(C)C)C=1.[NH2:41][C:42]1[S:43][CH:44]=[CH:45][N:46]=1. No catalyst specified. The product is [CH2:1]([O:4][C:6]1[CH:7]=[C:8]([CH3:15])[CH:9]=[CH:10][C:11]=1[N+:12]([O-:14])=[O:13])[CH:2]=[CH2:3].[CH2:25]([O:24][C:19]1[CH:18]=[C:17]([CH3:16])[CH:23]=[CH:22][C:20]=1[NH:21][C:31]([NH:41][C:42]1[S:43][CH:44]=[CH:45][N:46]=1)=[O:36])[CH:26]=[CH2:27]. The yield is 0.700. (2) The reactants are [C:1]([C:3]1[CH:4]=[C:5]([CH:15]=[CH:16][CH:17]=1)[CH2:6]P(=O)(OCC)OCC)#[N:2].[Br:18][C:19]1[CH:20]=[N:21][CH:22]=[C:23]([CH:26]=1)[CH:24]=O.CC(C)([O-])C.[K+]. The catalyst is O1CCCC1. The product is [Br:18][C:19]1[CH:26]=[C:23](/[CH:24]=[CH:6]/[C:5]2[CH:4]=[C:3]([CH:17]=[CH:16][CH:15]=2)[C:1]#[N:2])[CH:22]=[N:21][CH:20]=1. The yield is 1.00. (3) The reactants are [Br:1][C:2]1[CH:16]=[CH:15][C:5]([O:6][C:7]2[CH:14]=[CH:13][C:10]([CH:11]=[O:12])=[CH:9][N:8]=2)=[CH:4][C:3]=1[CH2:17][OH:18].[O:19]1[CH:24]=[CH:23][CH2:22][CH2:21][CH2:20]1.[C@]12(CS(O)(=O)=O)C(C)(C)C(CC1)CC2=O. The catalyst is C(Cl)Cl. The product is [Br:1][C:2]1[CH:16]=[CH:15][C:5]([O:6][C:7]2[CH:14]=[CH:13][C:10]([CH:11]=[O:12])=[CH:9][N:8]=2)=[CH:4][C:3]=1[CH2:17][O:18][CH:20]1[CH2:21][CH2:22][CH2:23][CH2:24][O:19]1. The yield is 1.00. (4) The reactants are Cl[C:2]1[CH:7]=[C:6]([O:8][C:9]2[CH:14]=[CH:13][C:12]([NH2:15])=[C:11]([F:16])[C:10]=2[CH3:17])[CH:5]=[CH:4][N:3]=1.[CH3:18][N:19]1[CH:23]=[C:22](B2OC(C)(C)C(C)(C)O2)[CH:21]=[N:20]1.C([O-])([O-])=O.[Na+].[Na+]. The catalyst is C1C=CC([P]([Pd]([P](C2C=CC=CC=2)(C2C=CC=CC=2)C2C=CC=CC=2)([P](C2C=CC=CC=2)(C2C=CC=CC=2)C2C=CC=CC=2)[P](C2C=CC=CC=2)(C2C=CC=CC=2)C2C=CC=CC=2)(C2C=CC=CC=2)C2C=CC=CC=2)=CC=1. The product is [F:16][C:11]1[C:10]([CH3:17])=[C:9]([O:8][C:6]2[CH:5]=[CH:4][N:3]=[C:2]([C:22]3[CH:21]=[N:20][N:19]([CH3:18])[CH:23]=3)[CH:7]=2)[CH:14]=[CH:13][C:12]=1[NH2:15]. The yield is 0.750. (5) The reactants are [F:1][C:2]1[CH:7]=[CH:6][C:5]([C:8]2[S:12][C:11]3[CH:13]=[C:14]([O:17][CH3:18])[CH:15]=[CH:16][C:10]=3[C:9]=2[O:19][C:20]2[CH:25]=[CH:24][C:23](/[CH:26]=[CH:27]/[C:28]([OH:30])=O)=[CH:22][CH:21]=2)=[CH:4][CH:3]=1.C[N:32](C(ON1N=NC2C=CC=NC1=2)=[N+](C)C)C.F[P-](F)(F)(F)(F)F.CCN(C(C)C)C(C)C.[NH4+].[Cl-]. The catalyst is CN(C=O)C. The product is [F:1][C:2]1[CH:7]=[CH:6][C:5]([C:8]2[S:12][C:11]3[CH:13]=[C:14]([O:17][CH3:18])[CH:15]=[CH:16][C:10]=3[C:9]=2[O:19][C:20]2[CH:25]=[CH:24][C:23](/[CH:26]=[CH:27]/[C:28]([NH2:32])=[O:30])=[CH:22][CH:21]=2)=[CH:4][CH:3]=1. The yield is 0.850. (6) The reactants are [NH2:1][C:2]1[C:3]2[C:13]([O:14][CH2:15][C:16]([NH:19][C:20](=[O:29])[C:21]3[CH:26]=[CH:25][N:24]=[C:23]([C:27]#[N:28])[CH:22]=3)([CH3:18])[CH3:17])=[CH:12][CH:11]=[CH:10][C:4]=2[NH:5][S:6](=[O:9])(=[O:8])[N:7]=1.[OH-:30].[Na+].Cl. The catalyst is C(O)C.O. The product is [NH2:1][C:2]1[C:3]2[C:13]([O:14][CH2:15][C:16]([NH:19][C:20]([C:21]3[CH:26]=[CH:25][N:24]=[C:23]([C:27]([NH2:28])=[O:30])[CH:22]=3)=[O:29])([CH3:18])[CH3:17])=[CH:12][CH:11]=[CH:10][C:4]=2[NH:5][S:6](=[O:9])(=[O:8])[N:7]=1. The yield is 0.290.